From a dataset of Catalyst prediction with 721,799 reactions and 888 catalyst types from USPTO. Predict which catalyst facilitates the given reaction. (1) Reactant: [CH3:1][O:2][C:3]1[CH:8]=[CH:7][C:6]([C:9]2[CH:14]=[CH:13][N:12]=[C:11]3[NH:15][C:16]([C:18]4[CH:23]=[CH:22][C:21]([C:24]([N:26]5[CH2:31][CH2:30][O:29][CH2:28][CH2:27]5)=O)=[CH:20][CH:19]=4)=[N:17][C:10]=23)=[CH:5][CH:4]=1.CO.[ClH:34]. Product: [ClH:34].[CH3:1][O:2][C:3]1[CH:8]=[CH:7][C:6]([C:9]2[CH:14]=[CH:13][N:12]=[C:11]3[NH:15][C:16]([C:18]4[CH:23]=[CH:22][C:21]([CH2:24][N:26]5[CH2:31][CH2:30][O:29][CH2:28][CH2:27]5)=[CH:20][CH:19]=4)=[N:17][C:10]=23)=[CH:5][CH:4]=1. The catalyst class is: 61. (2) Reactant: [Cl:1][C:2]1[N:7]=[C:6]([NH:8][C:9]2[N:14]=[CH:13][C:12]3[C:15]([C:21]4[CH:22]=[N:23][N:24]([CH2:26][C:27]([O:29]CC)=[O:28])[CH:25]=4)=[CH:16][N:17]([CH:18]([CH3:20])[CH3:19])[C:11]=3[CH:10]=2)[CH:5]=[CH:4][N:3]=1.[OH-].[Li+].O.C(O)C. Product: [Cl:1][C:2]1[N:7]=[C:6]([NH:8][C:9]2[N:14]=[CH:13][C:12]3[C:15]([C:21]4[CH:22]=[N:23][N:24]([CH2:26][C:27]([OH:29])=[O:28])[CH:25]=4)=[CH:16][N:17]([CH:18]([CH3:20])[CH3:19])[C:11]=3[CH:10]=2)[CH:5]=[CH:4][N:3]=1. The catalyst class is: 15. (3) Reactant: C(OC([NH:8][CH2:9][CH2:10][CH2:11][C@@H:12]([CH2:16][C:17]1[N:18]=[CH:19][N:20]2[C:29]3[C:24](=[CH:25][C:26](CCC4CCCCC4)=[CH:27][CH:28]=3)[CH2:23][CH2:22][C:21]=12)[C:13]([OH:15])=[O:14])=O)(C)(C)C.[ClH:38]. Product: [ClH:38].[ClH:38].[NH2:8][CH2:9][CH2:10][CH2:11][C@@H:12]([CH2:16][C:17]1[N:18]=[CH:19][N:20]2[C:29]3[C:24](=[CH:25][C:26]([CH:24]4[CH2:29][CH2:28][CH2:27][CH2:26][CH2:25]4)=[CH:27][CH:28]=3)[CH2:23][CH2:22][C:21]=12)[C:13]([OH:15])=[O:14]. The catalyst class is: 13. (4) Reactant: [CH:1]1([N:6]2[C:14](=O)[C:13]3[C:8](=[CH:9][CH:10]=[C:11]([OH:16])[CH:12]=3)[C:7]2=[O:17])[CH2:5][CH2:4][CH2:3][CH2:2]1. Product: [CH:1]1([N:6]2[CH2:14][C:13]3[C:8](=[CH:9][CH:10]=[C:11]([OH:16])[CH:12]=3)[C:7]2=[O:17])[CH2:2][CH2:3][CH2:4][CH2:5]1. The catalyst class is: 565. (5) Product: [CH3:18][O:17][C:14]1[CH:15]=[CH:16][C:11]([N:8]2[C:6]3[N:7]=[C:2]([NH:19][CH:20]4[CH2:21][C:22]([CH3:29])([CH3:30])[N:23]([CH3:28])[C:24]([CH3:27])([CH3:26])[CH2:25]4)[N:3]=[CH:4][C:5]=3[N:10]=[N:9]2)=[CH:12][CH:13]=1. Reactant: Cl[C:2]1[N:3]=[CH:4][C:5]2[N:10]=[N:9][N:8]([C:11]3[CH:16]=[CH:15][C:14]([O:17][CH3:18])=[CH:13][CH:12]=3)[C:6]=2[N:7]=1.[NH2:19][CH:20]1[CH2:25][C:24]([CH3:27])([CH3:26])[N:23]([CH3:28])[C:22]([CH3:30])([CH3:29])[CH2:21]1. The catalyst class is: 141. (6) Reactant: [OH:1][C@H:2]([CH3:6])[C:3](O)=[O:4].CCN=C=NCCCN(C)C.ON1C2C=CC=CC=2N=N1.[NH2:28][C:29]1[N:34]2[N:35]=[CH:36][C:37]([C:38]3[CH:39]=[N:40][C:41]([C:44]4[CH:49]=[CH:48][CH:47]=[CH:46][CH:45]=4)=[CH:42][CH:43]=3)=[C:33]2[N:32]=[C:31]([CH:50]2[CH2:55][CH2:54][NH:53][CH2:52][CH2:51]2)[C:30]=1[C:56](=[O:59])[CH2:57][OH:58].C(N(CC)C(C)C)(C)C. Product: [NH2:28][C:29]1[N:34]2[N:35]=[CH:36][C:37]([C:38]3[CH:39]=[N:40][C:41]([C:44]4[CH:49]=[CH:48][CH:47]=[CH:46][CH:45]=4)=[CH:42][CH:43]=3)=[C:33]2[N:32]=[C:31]([CH:50]2[CH2:55][CH2:54][N:53]([C:3](=[O:4])[C@H:2]([OH:1])[CH3:6])[CH2:52][CH2:51]2)[C:30]=1[C:56](=[O:59])[CH2:57][OH:58]. The catalyst class is: 3. (7) The catalyst class is: 105. Product: [CH3:23][O:22][C:20]1[CH:19]=[CH:18][C:17]2[CH:11]([CH2:10][CH2:9][OH:8])[CH:12]([C:24]3[CH:29]=[CH:28][C:27]([O:30][CH3:31])=[CH:26][CH:25]=3)[CH2:13][CH2:14][CH2:15][C:16]=2[CH:21]=1. Reactant: C([O:8][CH2:9][CH2:10][C:11]1[C:17]2[CH:18]=[CH:19][C:20]([O:22][CH3:23])=[CH:21][C:16]=2[CH2:15][CH2:14][CH2:13][C:12]=1[C:24]1[CH:29]=[CH:28][C:27]([O:30][CH3:31])=[CH:26][CH:25]=1)C1C=CC=CC=1. (8) Reactant: Br[CH2:2][CH2:3][O:4][C:5]1[CH:14]=[C:13]2[C:8]([C:9]([NH:15][C:16]3[CH:21]=[CH:20][C:19]([Cl:22])=[CH:18][C:17]=3[F:23])=[N:10][CH:11]=[N:12]2)=[CH:7][C:6]=1[O:24][CH3:25].[CH3:26][N:27]1[CH:31]=[N:30][N:29]=[C:28]1[SH:32].CC(C)([O-])C.[K+]. Product: [ClH:22].[Cl:22][C:19]1[CH:20]=[CH:21][C:16]([NH:15][C:9]2[C:8]3[C:13](=[CH:14][C:5]([O:4][CH2:3][CH2:2][S:32][C:28]4[N:27]([CH3:26])[CH:31]=[N:30][N:29]=4)=[C:6]([O:24][CH3:25])[CH:7]=3)[N:12]=[CH:11][N:10]=2)=[C:17]([F:23])[CH:18]=1. The catalyst class is: 3. (9) Product: [Cl:18][CH2:10][C:7]1[CH:8]=[CH:9][C:4]([CH2:1][CH2:2][CH3:3])=[C:5]([C:12]([F:15])([F:14])[F:13])[CH:6]=1. Reactant: [CH2:1]([C:4]1[CH:9]=[CH:8][C:7]([CH2:10]O)=[CH:6][C:5]=1[C:12]([F:15])([F:14])[F:13])[CH2:2][CH3:3].S(Cl)([Cl:18])=O. The catalyst class is: 26. (10) Reactant: [CH:1]([Mg]Br)=[CH:2][CH2:3][CH3:4].[F:7][C:8]1[CH:9]=[CH:10][C:11]([O:17][CH3:18])=[C:12]([CH2:14][CH:15]=[O:16])[CH:13]=1.[Cl-].[NH4+]. Product: [CH3:18][O:17][C:11]1[CH:10]=[CH:9][C:8]([F:7])=[CH:13][C:12]=1[CH2:14][CH:15]([OH:16])[CH2:4][CH2:3][CH:2]=[CH2:1]. The catalyst class is: 1.